Predict the reactants needed to synthesize the given product. From a dataset of Full USPTO retrosynthesis dataset with 1.9M reactions from patents (1976-2016). (1) Given the product [N:19]12[CH2:24][CH2:23][CH:22]([CH2:21][CH2:20]1)[C@H:17]([NH:16][C:11]([C:8]1[O:9][C:10]3[C:2]([Br:1])=[CH:3][CH:4]=[CH:5][C:6]=3[CH:7]=1)=[O:13])[CH2:18]2, predict the reactants needed to synthesize it. The reactants are: [Br:1][C:2]1[C:10]2[O:9][C:8]([C:11]([OH:13])=O)=[CH:7][C:6]=2[CH:5]=[CH:4][CH:3]=1.Cl.Cl.[NH2:16][C@H:17]1[CH:22]2[CH2:23][CH2:24][N:19]([CH2:20][CH2:21]2)[CH2:18]1.CN(C(ON1N=NC2C=CC=NC1=2)=[N+](C)C)C.F[P-](F)(F)(F)(F)F.C(N(CC)C(C)C)(C)C. (2) Given the product [CH3:57][O:58][C:59](=[O:68])[CH:60]([P:62]([O:64][CH3:65])([O:66][CH3:67])=[O:63])[NH:61][C:23](=[O:24])[C:22]1[C:21]([CH3:20])=[CH:29][C:28]([C:30]([NH:32][CH2:33][C:34]2[CH:39]=[CH:38][CH:37]=[C:36]([O:40][Si:41]([C:44]([CH3:47])([CH3:46])[CH3:45])([CH3:43])[CH3:42])[CH:35]=2)=[O:31])=[CH:27][C:26]=1[CH3:48], predict the reactants needed to synthesize it. The reactants are: C1(P(C2C=CC=CC=2)C2C=CC=CC=2)C=CC=CC=1.[CH3:20][C:21]1[CH:29]=[C:28]([C:30]([NH:32][CH2:33][C:34]2[CH:39]=[CH:38][CH:37]=[C:36]([O:40][Si:41]([C:44]([CH3:47])([CH3:46])[CH3:45])([CH3:43])[CH3:42])[CH:35]=2)=[O:31])[CH:27]=[C:26]([CH3:48])[C:22]=1[C:23](O)=[O:24].ClN1C(=O)CCC1=O.[CH3:57][O:58][C:59](=[O:68])[CH:60]([P:62]([O:66][CH3:67])([O:64][CH3:65])=[O:63])[NH2:61].COC(=O)C(P(OC)(OC)=O)NC(OCC1C=CC=CC=1)=O. (3) The reactants are: [NH2:1][C:2]1[CH:7]=[CH:6][N:5]=[C:4]([NH:8][C:9]2[CH:10]=[CH:11][C:12]([CH3:16])=[C:13]([OH:15])[CH:14]=2)[N:3]=1.C([O-])([O-])=O.[Cs+].[Cs+].Br[CH2:24][CH:25]=[C:26]([CH3:28])[CH3:27]. Given the product [CH3:16][C:12]1[CH:11]=[CH:10][C:9]([NH:8][C:4]2[N:3]=[C:2]([NH2:1])[CH:7]=[CH:6][N:5]=2)=[CH:14][C:13]=1[O:15][CH2:24][CH:25]=[C:26]([CH3:28])[CH3:27], predict the reactants needed to synthesize it.